This data is from Forward reaction prediction with 1.9M reactions from USPTO patents (1976-2016). The task is: Predict the product of the given reaction. (1) Given the reactants ClC1C(F)=C(C2CNC(=O)C2)C(OCC)=C(C(Cl)C)C=1.CC1C2C(=NC=NC=2N)NN=1.C(=O)([O-])[O-].[Cs+].[Cs+].[I-].[K+].[NH2:40][C:41]1[N:46]=[CH:45][N:44]=[C:43]2[N:47]([C@H:51]([C:53]3[C:54]([O:67][CH2:68][CH3:69])=[C:55]([C@@H:61]4[CH2:65][NH:64][C:63](=[O:66])[CH2:62]4)[C:56]([F:60])=[C:57]([Cl:59])[CH:58]=3)[CH3:52])[N:48]=[C:49]([CH3:50])[C:42]=12.NC1N=CN=C2N([C@@H](C3C(OCC)=C([C@H]4CNC(=O)C4)C(F)=C(Cl)C=3)C)N=C(C)C=12.NC1N=CN=C2N([C@@H](C3C(OCC)=C([C@@H]4CNC(=O)C4)C(F)=C(Cl)C=3)C)N=C(C)C=12, predict the reaction product. The product is: [NH2:40][C:41]1[N:46]=[CH:45][N:44]=[C:43]2[N:47]([CH:51]([C:53]3[C:54]([O:67][CH2:68][CH3:69])=[C:55]([CH:61]4[CH2:65][NH:64][C:63](=[O:66])[CH2:62]4)[C:56]([F:60])=[C:57]([Cl:59])[CH:58]=3)[CH3:52])[N:48]=[C:49]([CH3:50])[C:42]=12. (2) Given the reactants [Cl:1][C:2]1[CH:3]=[C:4]2[C:9](=[CH:10][CH:11]=1)[N:8]=[CH:7][C:6]([N+:12]([O-])=O)=[C:5]2[C:15]([F:18])([F:17])[F:16].C([O-])([O-])=O.[K+].[K+], predict the reaction product. The product is: [Cl:1][C:2]1[CH:3]=[C:4]2[C:9](=[CH:10][CH:11]=1)[N:8]=[CH:7][C:6]([NH2:12])=[C:5]2[C:15]([F:17])([F:16])[F:18].